The task is: Regression. Given two drug SMILES strings and cell line genomic features, predict the synergy score measuring deviation from expected non-interaction effect.. This data is from NCI-60 drug combinations with 297,098 pairs across 59 cell lines. (1) Drug 1: CN1CCC(CC1)COC2=C(C=C3C(=C2)N=CN=C3NC4=C(C=C(C=C4)Br)F)OC. Drug 2: CC12CCC3C(C1CCC2OP(=O)(O)O)CCC4=C3C=CC(=C4)OC(=O)N(CCCl)CCCl.[Na+]. Cell line: M14. Synergy scores: CSS=1.75, Synergy_ZIP=0.420, Synergy_Bliss=-0.216, Synergy_Loewe=-3.28, Synergy_HSA=-3.05. (2) Drug 1: CC1=C(C=C(C=C1)NC2=NC=CC(=N2)N(C)C3=CC4=NN(C(=C4C=C3)C)C)S(=O)(=O)N.Cl. Drug 2: CC=C1C(=O)NC(C(=O)OC2CC(=O)NC(C(=O)NC(CSSCCC=C2)C(=O)N1)C(C)C)C(C)C. Cell line: MALME-3M. Synergy scores: CSS=65.8, Synergy_ZIP=-0.427, Synergy_Bliss=-1.99, Synergy_Loewe=-28.0, Synergy_HSA=-0.817. (3) Drug 1: CN(C)C1=NC(=NC(=N1)N(C)C)N(C)C. Drug 2: CC(C)NC(=O)C1=CC=C(C=C1)CNNC.Cl. Cell line: NCI-H522. Synergy scores: CSS=-3.71, Synergy_ZIP=1.95, Synergy_Bliss=0.138, Synergy_Loewe=-3.26, Synergy_HSA=-3.50.